This data is from Peptide-MHC class I binding affinity with 185,985 pairs from IEDB/IMGT. The task is: Regression. Given a peptide amino acid sequence and an MHC pseudo amino acid sequence, predict their binding affinity value. This is MHC class I binding data. (1) The peptide sequence is EPEPHILLF. The MHC is HLA-A11:01 with pseudo-sequence HLA-A11:01. The binding affinity (normalized) is 0.0847. (2) The peptide sequence is RYRFAFLYLL. The MHC is HLA-A29:02 with pseudo-sequence HLA-A29:02. The binding affinity (normalized) is 0.194. (3) The peptide sequence is SNFTSTTVK. The binding affinity (normalized) is 0. The MHC is HLA-A02:03 with pseudo-sequence HLA-A02:03.